From a dataset of Reaction yield outcomes from USPTO patents with 853,638 reactions. Predict the reaction yield, written as a fraction of the theoretical maximum amount of product (1.0 means a 100% yield; for example, 0.34 means a 34% yield). The reactants are [NH:1]1[C:9]2[C:4](=[CH:5][CH:6]=[CH:7][CH:8]=2)[CH2:3][C:2]1=[O:10].[Li]CCCC.CCCCCC.[CH3:22][O:23][C:24]1[CH:41]=[C:40]([O:42][CH3:43])[CH:39]=[CH:38][C:25]=1[CH2:26][NH:27][C:28]1[CH:29]=[C:30]2[C:34](=[CH:35][CH:36]=1)[C:33](=O)[O:32][CH2:31]2.Cl. The catalyst is C(COC)OC.CO. The product is [CH3:22][O:23][C:24]1[CH:41]=[C:40]([O:42][CH3:43])[CH:39]=[CH:38][C:25]=1[CH2:26][NH:27][C:28]1[CH:29]=[C:30]2[C:34](=[CH:35][CH:36]=1)[C:33](=[C:3]1[C:4]3[C:9](=[CH:8][CH:7]=[CH:6][CH:5]=3)[NH:1][C:2]1=[O:10])[O:32][CH2:31]2. The yield is 0.460.